This data is from Reaction yield outcomes from USPTO patents with 853,638 reactions. The task is: Predict the reaction yield, written as a fraction of the theoretical maximum amount of product (1.0 means a 100% yield; for example, 0.34 means a 34% yield). (1) The reactants are [Cl:1][C:2]1[CH:6]=[N:5][N:4]([CH:7]([CH3:9])[CH3:8])[C:3]=1[C:10]1[CH:11]=[C:12]([NH2:18])[CH:13]=[CH:14][C:15]=1[O:16][CH3:17].[F:19][C:20]1[CH:25]=[CH:24][C:23]([N:26]=[C:27]=[O:28])=[CH:22][CH:21]=1. The catalyst is C(Cl)Cl. The product is [Cl:1][C:2]1[CH:6]=[N:5][N:4]([CH:7]([CH3:9])[CH3:8])[C:3]=1[C:10]1[CH:11]=[C:12]([NH:18][C:27]([NH:26][C:23]2[CH:24]=[CH:25][C:20]([F:19])=[CH:21][CH:22]=2)=[O:28])[CH:13]=[CH:14][C:15]=1[O:16][CH3:17]. The yield is 0.330. (2) The reactants are [NH2:1][C:2]1[CH:17]=[C:16]([N+:18]([O-:20])=[O:19])[CH:15]=[CH:14][C:3]=1[C:4]([NH:6][C:7]1[CH:12]=[CH:11][CH:10]=[CH:9][C:8]=1[Cl:13])=[O:5].[Cl:21][CH2:22][C:23](Cl)=O. The catalyst is C(O)(=O)C. The product is [Cl:21][CH2:22][C:23]1[N:6]([C:7]2[CH:12]=[CH:11][CH:10]=[CH:9][C:8]=2[Cl:13])[C:4](=[O:5])[C:3]2[C:2](=[CH:17][C:16]([N+:18]([O-:20])=[O:19])=[CH:15][CH:14]=2)[N:1]=1. The yield is 0.560. (3) The yield is 0.880. The product is [CH2:1]([NH:8][C:9]([C:11]1[C:12](=[O:22])[N:13]([CH2:18][CH2:19][CH2:20][CH3:21])[CH:14]=[C:15]([C:23]2[CH:28]=[CH:27][CH:26]=[CH:25][CH:24]=2)[CH:16]=1)=[O:10])[C:2]1[CH:7]=[CH:6][CH:5]=[CH:4][CH:3]=1. The reactants are [CH2:1]([NH:8][C:9]([C:11]1[C:12](=[O:22])[N:13]([CH2:18][CH2:19][CH2:20][CH3:21])[CH:14]=[C:15](I)[CH:16]=1)=[O:10])[C:2]1[CH:7]=[CH:6][CH:5]=[CH:4][CH:3]=1.[C:23]1(OB(O)O)[CH:28]=[CH:27][CH:26]=[CH:25][CH:24]=1.C(=O)([O-])[O-].[K+].[K+].[Cl-].[NH4+]. The catalyst is CN(C=O)C.C1C=CC([P]([Pd]([P](C2C=CC=CC=2)(C2C=CC=CC=2)C2C=CC=CC=2)([P](C2C=CC=CC=2)(C2C=CC=CC=2)C2C=CC=CC=2)[P](C2C=CC=CC=2)(C2C=CC=CC=2)C2C=CC=CC=2)(C2C=CC=CC=2)C2C=CC=CC=2)=CC=1.C(OCC)(=O)C. (4) The reactants are [CH2:1]([N:8]([CH2:28][C:29]1[CH:34]=[CH:33][C:32]([O:35][CH3:36])=[CH:31][CH:30]=1)[S:9]([C:12]1[CH:27]=[CH:26][C:15]([C:16]([O:18]CC2C=CC=CC=2)=[O:17])=[CH:14][CH:13]=1)(=[O:11])=[O:10])[C:2]1[CH:7]=[CH:6][CH:5]=[CH:4][CH:3]=1.[OH-].[Na+].Cl. The catalyst is C1COCC1.CO. The product is [CH2:1]([N:8]([CH2:28][C:29]1[CH:34]=[CH:33][C:32]([O:35][CH3:36])=[CH:31][CH:30]=1)[S:9]([C:12]1[CH:27]=[CH:26][C:15]([C:16]([OH:18])=[O:17])=[CH:14][CH:13]=1)(=[O:11])=[O:10])[C:2]1[CH:7]=[CH:6][CH:5]=[CH:4][CH:3]=1. The yield is 0.420. (5) The reactants are [CH3:1][N:2]([CH3:27])[CH2:3][CH2:4][N:5]1[C:9]2[N:10]=[C:11]([C:20]3[CH:26]=[CH:25][C:23]([NH2:24])=[CH:22][CH:21]=3)[N:12]=[C:13]([N:14]3[CH2:19][CH2:18][O:17][CH2:16][CH2:15]3)[C:8]=2[CH:7]=[CH:6]1.ClC(Cl)(O[C:32](=[O:38])OC(Cl)(Cl)Cl)Cl.[CH3:40][NH2:41]. No catalyst specified. The product is [CH3:1][N:2]([CH3:27])[CH2:3][CH2:4][N:5]1[C:9]2[N:10]=[C:11]([C:20]3[CH:26]=[CH:25][C:23]([NH:24][C:32]([NH:41][CH3:40])=[O:38])=[CH:22][CH:21]=3)[N:12]=[C:13]([N:14]3[CH2:15][CH2:16][O:17][CH2:18][CH2:19]3)[C:8]=2[CH:7]=[CH:6]1. The yield is 0.340. (6) The reactants are Cl[C:2]1[N:7]=[C:6]([C:8]2[N:12]3[CH:13]=[CH:14][CH:15]=[CH:16][C:11]3=[N:10][C:9]=2[C:17]2[CH:18]=[CH:19][C:20]([O:34][CH:35]([CH3:37])[CH3:36])=[C:21]([CH:33]=2)[C:22]([NH:24][C:25]2[C:30]([F:31])=[CH:29][CH:28]=[CH:27][C:26]=2[F:32])=[O:23])[CH:5]=[CH:4][N:3]=1.[CH2:38]([O:40][C:41]1[CH:47]=[C:46]([N:48]2[CH2:53][CH2:52][CH:51]([CH2:54][CH2:55][S:56]([CH3:59])(=[O:58])=[O:57])[CH2:50][CH2:49]2)[C:45]([CH3:60])=[CH:44][C:42]=1[NH2:43])[CH3:39].Cl. The catalyst is FC(F)(F)CO. The product is [F:32][C:26]1[CH:27]=[CH:28][CH:29]=[C:30]([F:31])[C:25]=1[NH:24][C:22](=[O:23])[C:21]1[CH:33]=[C:17]([C:9]2[N:10]=[C:11]3[CH:16]=[CH:15][CH:14]=[CH:13][N:12]3[C:8]=2[C:6]2[CH:5]=[CH:4][N:3]=[C:2]([NH:43][C:42]3[CH:44]=[C:45]([CH3:60])[C:46]([N:48]4[CH2:53][CH2:52][CH:51]([CH2:54][CH2:55][S:56]([CH3:59])(=[O:58])=[O:57])[CH2:50][CH2:49]4)=[CH:47][C:41]=3[O:40][CH2:38][CH3:39])[N:7]=2)[CH:18]=[CH:19][C:20]=1[O:34][CH:35]([CH3:37])[CH3:36]. The yield is 0.240. (7) The reactants are Cl.[N+:2]([C:5]1[CH:13]=[CH:12][CH:11]=[C:10]2[C:6]=1[CH2:7][CH2:8][CH:9]2[NH:14][CH2:15][C:16]#[CH:17])([O-:4])=[O:3].C(N(CC)CC)C.[C:25]([O:29][C:30](O[C:30]([O:29][C:25]([CH3:28])([CH3:27])[CH3:26])=[O:31])=[O:31])([CH3:28])([CH3:27])[CH3:26]. The catalyst is CO. The product is [C:30]([N:14]([CH:9]1[C:10]2[C:6](=[C:5]([N+:2]([O-:4])=[O:3])[CH:13]=[CH:12][CH:11]=2)[CH2:7][CH2:8]1)[CH2:15][C:16]#[CH:17])([O:29][C:25]([CH3:28])([CH3:27])[CH3:26])=[O:31]. The yield is 0.793.